From a dataset of Forward reaction prediction with 1.9M reactions from USPTO patents (1976-2016). Predict the product of the given reaction. Given the reactants [Br:1][C:2]1[CH:19]=[CH:18][C:5]2[NH:6][C:7](=O)[CH2:8][N:9]=[C:10]([C:11]3[CH:16]=[CH:15][CH:14]=[CH:13][N:12]=3)[C:4]=2[CH:3]=1.CC(C)([O-])C.[K+].P(Cl)(OCC)(OCC)=O.[N+:35]([CH2:37][C:38]([O:40][CH2:41][CH3:42])=[O:39])#[C-:36], predict the reaction product. The product is: [CH2:41]([O:40][C:38]([C:37]1[N:35]=[CH:36][N:6]2[C:5]3[CH:18]=[CH:19][C:2]([Br:1])=[CH:3][C:4]=3[C:10]([C:11]3[CH:16]=[CH:15][CH:14]=[CH:13][N:12]=3)=[N:9][CH2:8][C:7]=12)=[O:39])[CH3:42].